From a dataset of Full USPTO retrosynthesis dataset with 1.9M reactions from patents (1976-2016). Predict the reactants needed to synthesize the given product. (1) Given the product [F:7][C:2]([P:8]([C:17]([F:22])([F:23])[C:18]([F:21])([F:20])[F:19])(=[O:9])[O-:16])([F:1])[C:3]([F:6])([F:5])[F:4].[CH2:13]([O:12][CH2:11][CH2:10][N:27]1[CH:28]=[CH:29][N+:25]([CH3:24])=[CH:26]1)[CH:14]=[CH2:15], predict the reactants needed to synthesize it. The reactants are: [F:1][C:2]([P:8]([C:17]([F:23])([F:22])[C:18]([F:21])([F:20])[F:19])(=[O:16])[O:9][CH2:10][CH2:11][O:12][CH2:13][CH:14]=[CH2:15])([F:7])[C:3]([F:6])([F:5])[F:4].[CH3:24][N:25]1[CH:29]=[CH:28][N:27]=[CH:26]1. (2) The reactants are: [N+]([O-])(O)=O.[N+]([O-])(O)=O.O=[Zr:10].N.[P:12]([O-:16])([O-:15])([O-:14])=[O:13]. Given the product [P:12]([O-:16])([O-:15])([O-:14])=[O:13].[Zr+4:10].[P:12]([O-:16])([O-:15])([O-:14])=[O:13].[P:12]([O-:16])([O-:15])([O-:14])=[O:13].[P:12]([O-:16])([O-:15])([O-:14])=[O:13].[Zr+4:10].[Zr+4:10], predict the reactants needed to synthesize it. (3) Given the product [ClH:53].[CH2:1]([C:3]1[CH:8]=[CH:7][CH:6]=[C:5]([CH2:9][CH3:10])[C:4]=1[NH:11][C:12]([C:14]1[C:18]2[CH2:19][CH2:20][CH2:21][C:22]3[C:23](=[N:24][C:25]([NH:28][C:29]4[CH:34]=[CH:33][C:32]([N:35]5[CH2:36][CH2:37][N:38]([CH3:41])[CH2:39][CH2:40]5)=[CH:31][C:30]=4[O:42][CH3:43])=[N:26][CH:27]=3)[C:17]=2[N:16]([CH2:44][CH2:45][OH:46])[N:15]=1)=[O:13])[CH3:2], predict the reactants needed to synthesize it. The reactants are: [CH2:1]([C:3]1[CH:8]=[CH:7][CH:6]=[C:5]([CH2:9][CH3:10])[C:4]=1[NH:11][C:12]([C:14]1[C:18]2[CH2:19][CH2:20][CH2:21][C:22]3[C:23](=[N:24][C:25]([NH:28][C:29]4[CH:34]=[CH:33][C:32]([N:35]5[CH2:40][CH2:39][N:38]([CH3:41])[CH2:37][CH2:36]5)=[CH:31][C:30]=4[O:42][CH3:43])=[N:26][CH:27]=3)[C:17]=2[N:16]([CH2:44][CH2:45][O:46]C2CCCCO2)[N:15]=1)=[O:13])[CH3:2].[ClH:53].